This data is from Full USPTO retrosynthesis dataset with 1.9M reactions from patents (1976-2016). The task is: Predict the reactants needed to synthesize the given product. (1) Given the product [Cl:29][C:24]1[CH:25]=[CH:26][C:27]([C:45]2[S:44][CH:43]=[N:47][CH:46]=2)=[CH:28][C:23]=1[C:22]([NH:21][C:19](=[O:20])[NH:18][C:16]1[S:17][C:13]2[CH:12]=[C:11]([S:8]([CH3:7])(=[O:10])=[O:9])[CH:32]=[CH:31][C:14]=2[N:15]=1)=[O:30], predict the reactants needed to synthesize it. The reactants are: CC(NC[CH2:7][S:8]([C:11]1[CH:32]=[CH:31][C:14]2[N:15]=[C:16]([NH:18][C:19]([NH:21][C:22](=[O:30])[C:23]3[CH:28]=[CH:27][CH:26]=[CH:25][C:24]=3[Cl:29])=[O:20])[S:17][C:13]=2[CH:12]=1)(=[O:10])=[O:9])CC.FC1C=CC(OC(=O)N[C:43]2[S:44][C:45]3C=C(S(C)(=O)=O)C=C[C:46]=3[N:47]=2)=CC=1. (2) Given the product [C:1]([OH:6])(=[O:5])[CH:2]([CH3:4])[OH:3].[CH3:7][O:8][CH:9]([CH2:11][O:12][CH:13]([CH2:15][O:16][CH:17]([CH2:19][OH:20])[CH3:18])[CH3:14])[CH3:10], predict the reactants needed to synthesize it. The reactants are: [C:1]([OH:6])(=[O:5])[C@H:2]([CH3:4])[OH:3].[CH3:7][O:8][CH:9]([CH2:11][O:12][CH:13]([CH2:15][O:16][CH:17]([CH2:19][OH:20])[CH3:18])[CH3:14])[CH3:10].P(OC1C=CC=CC=1)(OC1C=CC=CC=1)OC1C=CC=CC=1.